This data is from NCI-60 drug combinations with 297,098 pairs across 59 cell lines. The task is: Regression. Given two drug SMILES strings and cell line genomic features, predict the synergy score measuring deviation from expected non-interaction effect. (1) Drug 1: C1C(C(OC1N2C=C(C(=O)NC2=O)F)CO)O. Drug 2: CCC1(CC2CC(C3=C(CCN(C2)C1)C4=CC=CC=C4N3)(C5=C(C=C6C(=C5)C78CCN9C7C(C=CC9)(C(C(C8N6C)(C(=O)OC)O)OC(=O)C)CC)OC)C(=O)OC)O.OS(=O)(=O)O. Cell line: HOP-92. Synergy scores: CSS=13.4, Synergy_ZIP=0.720, Synergy_Bliss=4.63, Synergy_Loewe=-3.87, Synergy_HSA=-0.121. (2) Drug 1: C1=C(C(=O)NC(=O)N1)N(CCCl)CCCl. Drug 2: CC1CCC2CC(C(=CC=CC=CC(CC(C(=O)C(C(C(=CC(C(=O)CC(OC(=O)C3CCCCN3C(=O)C(=O)C1(O2)O)C(C)CC4CCC(C(C4)OC)OCCO)C)C)O)OC)C)C)C)OC. Cell line: SK-OV-3. Synergy scores: CSS=37.2, Synergy_ZIP=-2.37, Synergy_Bliss=-0.618, Synergy_Loewe=2.31, Synergy_HSA=3.87. (3) Drug 1: C1=NC2=C(N1)C(=S)N=C(N2)N. Drug 2: N.N.Cl[Pt+2]Cl. Cell line: UACC62. Synergy scores: CSS=11.6, Synergy_ZIP=-0.532, Synergy_Bliss=-9.98, Synergy_Loewe=-14.6, Synergy_HSA=-9.14. (4) Drug 1: CN1CCC(CC1)COC2=C(C=C3C(=C2)N=CN=C3NC4=C(C=C(C=C4)Br)F)OC. Drug 2: COCCOC1=C(C=C2C(=C1)C(=NC=N2)NC3=CC=CC(=C3)C#C)OCCOC.Cl. Cell line: OVCAR-8. Synergy scores: CSS=8.19, Synergy_ZIP=0.0633, Synergy_Bliss=2.78, Synergy_Loewe=2.76, Synergy_HSA=3.18. (5) Drug 1: CC1=CC2C(CCC3(C2CCC3(C(=O)C)OC(=O)C)C)C4(C1=CC(=O)CC4)C. Drug 2: CCC(=C(C1=CC=CC=C1)C2=CC=C(C=C2)OCCN(C)C)C3=CC=CC=C3.C(C(=O)O)C(CC(=O)O)(C(=O)O)O. Cell line: HCC-2998. Synergy scores: CSS=-3.56, Synergy_ZIP=2.44, Synergy_Bliss=1.50, Synergy_Loewe=-3.14, Synergy_HSA=-1.70.